From a dataset of Catalyst prediction with 721,799 reactions and 888 catalyst types from USPTO. Predict which catalyst facilitates the given reaction. (1) Reactant: [OH-].[Na+].[CH2:3]([N:7]1[C:11]([C:12]#[N:13])=[C:10]([C:14]([O:16]CC)=[O:15])[N:9]=[C:8]1[N:19]1[CH2:24][CH2:23][N:22]([C:25]([O:27][C:28]([CH3:31])([CH3:30])[CH3:29])=[O:26])[CH2:21][CH2:20]1)[C:4]#[C:5][CH3:6]. Product: [CH2:3]([N:7]1[C:11]([C:12]#[N:13])=[C:10]([C:14]([OH:16])=[O:15])[N:9]=[C:8]1[N:19]1[CH2:20][CH2:21][N:22]([C:25]([O:27][C:28]([CH3:31])([CH3:30])[CH3:29])=[O:26])[CH2:23][CH2:24]1)[C:4]#[C:5][CH3:6]. The catalyst class is: 8. (2) Reactant: [N:1]([CH2:4][C:5]1[CH:6]=[N:7][CH:8]=[C:9]([C:11]#[C:12][C:13]2[CH:18]=[CH:17][CH:16]=[CH:15][CH:14]=2)[CH:10]=1)=[N+]=[N-].CP(C)C.O. Product: [C:13]1([C:12]#[C:11][C:9]2[CH:10]=[C:5]([CH2:4][NH2:1])[CH:6]=[N:7][CH:8]=2)[CH:18]=[CH:17][CH:16]=[CH:15][CH:14]=1. The catalyst class is: 7. (3) Reactant: [CH3:1][O:2][C:3]1[CH:4]=[C:5]([CH:8]=[C:9]([O:13][CH3:14])[C:10]=1[O:11][CH3:12])[CH:6]=O.[NH2:15][C:16]1[CH:21]=[CH:20][CH:19]=[CH:18][C:17]=1[SH:22].CS(C)=O. Product: [CH3:1][O:2][C:3]1[CH:4]=[C:5]([C:6]2[S:22][C:17]3[CH:18]=[CH:19][CH:20]=[CH:21][C:16]=3[N:15]=2)[CH:8]=[C:9]([O:13][CH3:14])[C:10]=1[O:11][CH3:12]. The catalyst class is: 6. (4) Reactant: [Br:1][C:2]1[CH:3]=[CH:4][C:5]([F:19])=[C:6]([C@:8]([NH:14][C:15](=[O:18])[CH2:16]Cl)([CH3:13])[C:9]([OH:12])([CH3:11])[CH3:10])[CH:7]=1.[K].Cl. Product: [Br:1][C:2]1[CH:3]=[CH:4][C:5]([F:19])=[C:6]([C@@:8]2([CH3:13])[NH:14][C:15](=[O:18])[CH2:16][O:12][C:9]2([CH3:11])[CH3:10])[CH:7]=1. The catalyst class is: 11. (5) Reactant: [CH2:1]([O:8][C:9]1[CH:10]=[CH:11][C:12]([C@@H:20]([OH:23])[CH2:21][Br:22])=[C:13]2[C:18]=1[NH:17][C:16](=[O:19])[CH:15]=[CH:14]2)[C:2]1[CH:7]=[CH:6][CH:5]=[CH:4][CH:3]=1.N1C(C)=CC=CC=1C.O([Si:40]([C:43]([CH3:46])([CH3:45])[CH3:44])([CH3:42])[CH3:41])S(C(F)(F)F)(=O)=O. Product: [CH3:5][CH2:4][CH2:3][CH:2]([CH3:7])[CH3:1].[CH2:1]([O:8][C:9]1[CH:10]=[CH:11][C:12]([C@@H:20]([O:23][Si:40]([C:43]([CH3:46])([CH3:45])[CH3:44])([CH3:42])[CH3:41])[CH2:21][Br:22])=[C:13]2[C:18]=1[NH:17][C:16](=[O:19])[CH:15]=[CH:14]2)[C:2]1[CH:3]=[CH:4][CH:5]=[CH:6][CH:7]=1. The catalyst class is: 3. (6) Reactant: [N:1]1[CH:6]=[CH:5][C:4]([C:7]2[N:11]3[CH2:12][CH2:13][NH:14][CH2:15][C:10]3=[N:9][N:8]=2)=[CH:3][CH:2]=1.C(N(CC)CC)C.[Cl:23][C:24]1[C:32]([C:33]([F:36])([F:35])[F:34])=[CH:31][CH:30]=[CH:29][C:25]=1[C:26](Cl)=[O:27]. Product: [Cl:23][C:24]1[C:32]([C:33]([F:35])([F:36])[F:34])=[CH:31][CH:30]=[CH:29][C:25]=1[C:26]([N:14]1[CH2:13][CH2:12][N:11]2[C:7]([C:4]3[CH:3]=[CH:2][N:1]=[CH:6][CH:5]=3)=[N:8][N:9]=[C:10]2[CH2:15]1)=[O:27]. The catalyst class is: 468. (7) Reactant: Br[C:2]1[S:6][CH:5]=[C:4]([C:7]([OH:9])=[O:8])[CH:3]=1.C([O-])([O-])=O.[K+].[K+].CC1(C)COB([C:23]2[N:27]([CH3:28])[N:26]=[CH:25][CH:24]=2)OC1. Product: [CH3:28][N:27]1[C:23]([C:2]2[S:6][CH:5]=[C:4]([C:7]([OH:9])=[O:8])[CH:3]=2)=[CH:24][CH:25]=[N:26]1. The catalyst class is: 70.